This data is from Reaction yield outcomes from USPTO patents with 853,638 reactions. The task is: Predict the reaction yield, written as a fraction of the theoretical maximum amount of product (1.0 means a 100% yield; for example, 0.34 means a 34% yield). (1) The reactants are [CH2:1]([Zn]CC)C.C1(C)C=CC=CC=1.ClCI.[CH3:16]/[C:17](=[CH:20]\[CH:21]([C:23]1[CH:28]=[CH:27][C:26]([CH3:29])=[CH:25][CH:24]=1)[CH3:22])/[CH2:18][OH:19].S(=O)(=O)(O)O. No catalyst specified. The product is [CH3:16][C@@:17]1([CH2:18][OH:19])[CH2:1][C@H:20]1[C@H:21]([C:23]1[CH:28]=[CH:27][C:26]([CH3:29])=[CH:25][CH:24]=1)[CH3:22]. The yield is 0.360. (2) The reactants are Br[C:2]1[S:6][C:5]([C:7]2[N:11]3[N:12]=[C:13]([CH3:21])[CH:14]=[C:15]([CH:16]([CH2:19][CH3:20])[CH2:17][CH3:18])[C:10]3=[N:9][C:8]=2[CH3:22])=[C:4]([CH3:23])[CH:3]=1.[I-].[C:25]1([Zn+])[CH:30]=[CH:29][CH:28]=[CH:27][CH:26]=1.C1COCC1. The catalyst is C1C=CC(P(C2C=CC=CC=2)[C-]2C=CC=C2)=CC=1.C1C=CC(P(C2C=CC=CC=2)[C-]2C=CC=C2)=CC=1.Cl[Pd]Cl.[Fe+2]. The product is [CH2:17]([CH:16]([C:15]1[C:10]2[N:11]([C:7]([C:5]3[S:6][C:2]([C:25]4[CH:30]=[CH:29][CH:28]=[CH:27][CH:26]=4)=[CH:3][C:4]=3[CH3:23])=[C:8]([CH3:22])[N:9]=2)[N:12]=[C:13]([CH3:21])[CH:14]=1)[CH2:19][CH3:20])[CH3:18]. The yield is 0.500. (3) The reactants are [NH:1]1[C:5]2[CH:6]=[CH:7][C:8]([C:10]([OH:12])=O)=[CH:9][C:4]=2[N:3]=[CH:2]1.[F:13][C:14]1[C:27]2[CH2:26][CH2:25][C@H:24]3[C@@H:19]([CH2:20][CH2:21][CH2:22][NH:23]3)[C:18]=2[CH:17]=[C:16]([F:28])[CH:15]=1. The catalyst is C(Cl)Cl.CO. The product is [NH:1]1[C:5]2[CH:6]=[CH:7][C:8]([C:10]([N:23]3[C@@H:24]4[C@H:19]([C:18]5[CH:17]=[C:16]([F:28])[CH:15]=[C:14]([F:13])[C:27]=5[CH2:26][CH2:25]4)[CH2:20][CH2:21][CH2:22]3)=[O:12])=[CH:9][C:4]=2[N:3]=[CH:2]1. The yield is 0.700. (4) The reactants are [Br:1][C:2]1[CH:14]=[CH:13][C:12]([C:15](=[O:17])[NH2:16])=[C:11]2[C:3]=1[C:4]1[CH:5]=[CH:6][C:7]([C:18]([O:20]CC)=O)=[CH:8][C:9]=1[NH:10]2.[CH2:23]([Mg]Cl)[CH3:24]. The catalyst is CC(C)[O-].[Ti+4].CC(C)[O-].CC(C)[O-].CC(C)[O-].O. The product is [Br:1][C:2]1[C:3]2[C:4]3[C:9](=[CH:8][C:7]([C:18]4([OH:20])[CH2:24][CH2:23]4)=[CH:6][CH:5]=3)[NH:10][C:11]=2[C:12]([C:15]([NH2:16])=[O:17])=[CH:13][CH:14]=1. The yield is 0.790. (5) The reactants are [Br:1][CH2:2][C:3]1[CH:8]=[CH:7][C:6]([C:9]2[O:13][C:12]([C:14]3[C:15]([NH2:26])=[N:16][CH:17]=[C:18]([C:20]4[CH2:21][CH2:22][NH:23][CH2:24][CH:25]=4)[N:19]=3)=[N:11][N:10]=2)=[CH:5][CH:4]=1.CCN(C(C)C)C(C)C.[C:36](Cl)(=[O:39])[CH2:37][CH3:38]. The catalyst is C(Cl)Cl. The product is [NH2:26][C:15]1[N:16]=[CH:17][C:18]([C:20]2[CH2:21][CH2:22][N:23]([C:36](=[O:39])[CH2:37][CH3:38])[CH2:24][CH:25]=2)=[N:19][C:14]=1[C:12]1[O:13][C:9]([C:6]2[CH:5]=[CH:4][C:3]([CH2:2][Br:1])=[CH:8][CH:7]=2)=[N:10][N:11]=1. The yield is 0.570. (6) The reactants are [N+:1]([C:4]1[CH:14]=[CH:13][C:7]([O:8][CH2:9][C:10]([OH:12])=O)=[CH:6][CH:5]=1)([O-:3])=[O:2].Cl.C([N:18](CC)[CH2:19][CH3:20])C.CC[N:25]=C=NCCCN(C)C.Cl.C(N(C(C)C)CC)(C)C. The catalyst is C1COCC1. The product is [N+:1]([C:4]1[CH:5]=[CH:6][C:7]([O:8][CH2:9][C:10]2[O:12][N:25]=[C:19]([CH3:20])[N:18]=2)=[CH:13][CH:14]=1)([O-:3])=[O:2]. The yield is 0.600. (7) The reactants are [BH4-].[Na+].[C:3]1([S:9]([N:12]2[C:20]3[C:15](=[CH:16][C:17]([C:21](=O)[CH3:22])=[CH:18][CH:19]=3)[CH2:14][CH2:13]2)(=[O:11])=[O:10])[CH:8]=[CH:7][CH:6]=[CH:5][CH:4]=1.[OH-].[Na+]. The catalyst is C(O)(C(F)(F)F)=O.O. The product is [C:3]1([S:9]([N:12]2[C:20]3[C:15](=[CH:16][C:17]([CH2:21][CH3:22])=[CH:18][CH:19]=3)[CH2:14][CH2:13]2)(=[O:11])=[O:10])[CH:4]=[CH:5][CH:6]=[CH:7][CH:8]=1. The yield is 0.430.